Dataset: NCI-60 drug combinations with 297,098 pairs across 59 cell lines. Task: Regression. Given two drug SMILES strings and cell line genomic features, predict the synergy score measuring deviation from expected non-interaction effect. (1) Cell line: NCI-H522. Synergy scores: CSS=58.1, Synergy_ZIP=-2.69, Synergy_Bliss=-4.37, Synergy_Loewe=-11.4, Synergy_HSA=-1.50. Drug 2: CC1CCCC2(C(O2)CC(NC(=O)CC(C(C(=O)C(C1O)C)(C)C)O)C(=CC3=CSC(=N3)C)C)C. Drug 1: C1=NC2=C(N1)C(=S)N=CN2. (2) Drug 1: CN1C2=C(C=C(C=C2)N(CCCl)CCCl)N=C1CCCC(=O)O.Cl. Drug 2: CC1CCC2CC(C(=CC=CC=CC(CC(C(=O)C(C(C(=CC(C(=O)CC(OC(=O)C3CCCCN3C(=O)C(=O)C1(O2)O)C(C)CC4CCC(C(C4)OC)O)C)C)O)OC)C)C)C)OC. Cell line: TK-10. Synergy scores: CSS=-0.745, Synergy_ZIP=-2.41, Synergy_Bliss=-5.18, Synergy_Loewe=-3.45, Synergy_HSA=-4.91.